From a dataset of Full USPTO retrosynthesis dataset with 1.9M reactions from patents (1976-2016). Predict the reactants needed to synthesize the given product. Given the product [F:15][C:4]1[CH:3]=[C:2]([C:23]#[C:22][C:16]2[CH:21]=[CH:20][CH:19]=[CH:18][CH:17]=2)[CH:7]=[CH:6][C:5]=1[CH2:8][CH2:9][C:10]([O:12][CH2:13][CH3:14])=[O:11], predict the reactants needed to synthesize it. The reactants are: Br[C:2]1[CH:7]=[CH:6][C:5]([CH2:8][CH2:9][C:10]([O:12][CH2:13][CH3:14])=[O:11])=[C:4]([F:15])[CH:3]=1.[C:16]1([C:22]#[CH:23])[CH:21]=[CH:20][CH:19]=[CH:18][CH:17]=1.